From a dataset of Forward reaction prediction with 1.9M reactions from USPTO patents (1976-2016). Predict the product of the given reaction. The product is: [O:16]([C:10]1[CH:11]=[CH:12][C:13]([C:3](=[O:4])[CH2:2][Br:1])=[CH:14][CH:15]=1)[C:17]1[CH:18]=[CH:19][C:20]([C:3](=[O:4])[CH2:2][Br:1])=[CH:21][CH:22]=1. Given the reactants [Br:1][CH2:2][C:3](Cl)=[O:4].[Cl-].[Al+3].[Cl-].[Cl-].[C:10]1([O:16][C:17]2[CH:22]=[CH:21][CH:20]=[CH:19][CH:18]=2)[CH:15]=[CH:14][CH:13]=[CH:12][CH:11]=1.Cl, predict the reaction product.